From a dataset of Full USPTO retrosynthesis dataset with 1.9M reactions from patents (1976-2016). Predict the reactants needed to synthesize the given product. (1) Given the product [ClH:30].[Br:19][C:16]1[CH:17]=[N:18][C:12]2[NH:11][C:10](=[O:20])[CH2:9][N:8]([CH2:7][C:6]([OH:21])=[O:5])[CH2:14][C:13]=2[CH:15]=1, predict the reactants needed to synthesize it. The reactants are: C([O:5][C:6](=[O:21])[CH2:7][N:8]1[CH2:14][C:13]2[CH:15]=[C:16]([Br:19])[CH:17]=[N:18][C:12]=2[NH:11][C:10](=[O:20])[CH2:9]1)(C)(C)C.C(O)(C(F)(F)F)=O.C(Cl)[Cl:30]. (2) Given the product [CH3:1][N:2]1[CH:6]([C:7]([OH:9])=[O:8])[CH2:5][N:4]([CH:15]([CH3:17])[CH3:16])[C:3]1=[O:11], predict the reactants needed to synthesize it. The reactants are: [CH3:1][N:2]1[CH:6]([C:7]([O:9]C)=[O:8])[CH2:5][NH:4][C:3]1=[O:11].[H-].[Na+].I[CH:15]([CH3:17])[CH3:16].[OH-].[Li+].Cl. (3) Given the product [NH2:33][C@H:23]([C:24]1[CH:29]=[CH:28][C:27]([S:30][CH2:31][CH3:32])=[CH:26][N:25]=1)[CH2:22][OH:21], predict the reactants needed to synthesize it. The reactants are: N[C@H](C1C=CC(SCC)=CC=1)CO.[Si]([O:21][CH2:22][C@H:23]([NH:33][S@@](C(C)(C)C)=O)[C:24]1[CH:29]=[CH:28][C:27]([S:30][CH2:31][CH3:32])=[CH:26][N:25]=1)(C(C)(C)C)(C)C. (4) The reactants are: [CH3:1][C:2]1[N:3]=[C:4]([C:9]2[CH:14]=[CH:13][C:12]([C:15]([F:18])([F:17])[F:16])=[CH:11][CH:10]=2)[S:5][C:6]=1[CH2:7]O.CS([Cl:23])(=O)=O. Given the product [Cl:23][CH2:7][C:6]1[S:5][C:4]([C:9]2[CH:14]=[CH:13][C:12]([C:15]([F:18])([F:17])[F:16])=[CH:11][CH:10]=2)=[N:3][C:2]=1[CH3:1], predict the reactants needed to synthesize it. (5) The reactants are: C[CH2:2][N:3]=C=NCCCN(C)C.C1C=CC2N(O)N=NC=2C=1.CCN(C(C)C)C(C)C.Cl.CN.[CH3:34][C:35]1[CH:40]=[CH:39][N:38]=[CH:37][C:36]=1[N:41]1[CH2:45][CH2:44][N:43]([C:46]2[CH:54]=[CH:53][C:49]([C:50]([OH:52])=O)=[CH:48][CH:47]=2)[C:42]1=[O:55]. Given the product [CH3:2][NH:3][C:50](=[O:52])[C:49]1[CH:48]=[CH:47][C:46]([N:43]2[CH2:44][CH2:45][N:41]([C:36]3[CH:37]=[N:38][CH:39]=[CH:40][C:35]=3[CH3:34])[C:42]2=[O:55])=[CH:54][CH:53]=1, predict the reactants needed to synthesize it. (6) Given the product [Cl:12][C:13]1[CH:14]=[C:15]([C@:19]([C@@H:22]2[CH2:27][CH2:26][CH2:25][N:24]([C:28]([O:30][C:31]([CH3:33])([CH3:34])[CH3:32])=[O:29])[CH2:23]2)([OH:20])[CH2:21][O:39][CH2:38][CH2:37][O:36][CH3:35])[CH:16]=[CH:17][CH:18]=1, predict the reactants needed to synthesize it. The reactants are: B(F)(F)F.CCOCC.[H-].[Na+].[Cl:12][C:13]1[CH:14]=[C:15]([C:19]2([C@@H:22]3[CH2:27][CH2:26][CH2:25][N:24]([C:28]([O:30][C:31]([CH3:34])([CH3:33])[CH3:32])=[O:29])[CH2:23]3)[CH2:21][O:20]2)[CH:16]=[CH:17][CH:18]=1.[CH3:35][O:36][CH2:37][CH2:38][OH:39]. (7) Given the product [CH3:1][C:2]1[CH:11]=[C:10]([CH3:12])[CH:9]=[C:8]2[C:3]=1[CH2:4][CH2:5][CH2:6][CH:7]2[CH2:13][OH:15], predict the reactants needed to synthesize it. The reactants are: [CH3:1][C:2]1[CH:11]=[C:10]([CH3:12])[CH:9]=[C:8]2[C:3]=1[CH2:4][CH2:5][CH2:6][C:7]2=[CH2:13].C[OH:15].[OH-].[Na+].OO. (8) Given the product [CH3:20][O:19][C:10]1[CH:9]=[C:8]([C:6]2[N:22]=[C:21]([C:24]3[C:25]([C:31]([F:32])([F:34])[F:33])=[N+:26]([O-:30])[CH:27]=[CH:28][CH:29]=3)[O:23][CH:5]=2)[CH:13]=[C:12]([N+:14]([O-:16])=[O:15])[C:11]=1[O:17][CH3:18], predict the reactants needed to synthesize it. The reactants are: C(O[CH2:5][C:6]([C:8]1[CH:13]=[C:12]([N+:14]([O-:16])=[O:15])[C:11]([O:17][CH3:18])=[C:10]([O:19][CH3:20])[CH:9]=1)=O)(=O)C.[C:21]([C:24]1[C:25]([C:31]([F:34])([F:33])[F:32])=[N+:26]([O-:30])[CH:27]=[CH:28][CH:29]=1)(=[O:23])[NH2:22].B(F)(F)F.CCOCC.